From a dataset of Reaction yield outcomes from USPTO patents with 853,638 reactions. Predict the reaction yield, written as a fraction of the theoretical maximum amount of product (1.0 means a 100% yield; for example, 0.34 means a 34% yield). (1) The product is [NH2:1][C:4]1[CH:9]=[CH:8][C:7]([C:10]2[CH:14]=[C:13]([C:15]([NH:17][C:18](=[CH2:23])[C:19]([O:21][CH3:22])=[O:20])=[O:16])[O:12][N:11]=2)=[CH:6][CH:5]=1. The catalyst is CCO.O.[Fe]. The reactants are [N+:1]([C:4]1[CH:9]=[CH:8][C:7]([C:10]2[CH:14]=[C:13]([C:15]([NH:17][C:18](=[CH2:23])[C:19]([O:21][CH3:22])=[O:20])=[O:16])[O:12][N:11]=2)=[CH:6][CH:5]=1)([O-])=O.C1COCC1.[Cl-].[NH4+]. The yield is 0.180. (2) The product is [Br:13][C:6]1[CH:5]=[C:4]2[C:9](=[CH:8][CH:7]=1)[N:1]([C:10](=[O:12])[CH3:11])[CH2:2][CH2:3]2. The reactants are [N:1]1([C:10](=[O:12])[CH3:11])[C:9]2[C:4](=[CH:5][CH:6]=[CH:7][CH:8]=2)[CH2:3][CH2:2]1.[Br:13]Br. The yield is 0.960. The catalyst is C(O)(=O)C. (3) The reactants are [H-].[Na+].[CH2:3]([N:5]([C:9]1[CH:28]=[CH:27][C:12]2[N:13]([CH2:20][CH:21]3[CH2:26][CH2:25][O:24][CH2:23][CH2:22]3)[C:14]([C:16]([OH:19])([CH3:18])[CH3:17])=[N:15][C:11]=2[CH:10]=1)[C:6](=[O:8])[CH3:7])[CH3:4].I[CH3:30]. The catalyst is C1COCC1. The product is [CH2:3]([N:5]([C:9]1[CH:28]=[CH:27][C:12]2[N:13]([CH2:20][CH:21]3[CH2:22][CH2:23][O:24][CH2:25][CH2:26]3)[C:14]([C:16]([O:19][CH3:30])([CH3:18])[CH3:17])=[N:15][C:11]=2[CH:10]=1)[C:6](=[O:8])[CH3:7])[CH3:4]. The yield is 0.390. (4) The reactants are [C:1]([NH:4][CH2:5][C:6]1[CH:11]=[CH:10][C:9]([C:12]2[CH:13]=[C:14]3[C:18](=[C:19]([C:21]([NH2:23])=[O:22])[CH:20]=2)[NH:17][CH:16]=[C:15]3[CH:24]2[CH2:29][CH2:28][N:27]([S:30]([CH2:33][CH3:34])(=[O:32])=[O:31])[CH2:26][CH2:25]2)=[CH:8][CH:7]=1)(=[O:3])[CH3:2].[C:35](Cl)(=O)[CH3:36]. No catalyst specified. The product is [CH:2]1([C:1]([NH:4][CH2:5][C:6]2[CH:7]=[CH:8][C:9]([C:12]3[CH:13]=[C:14]4[C:18](=[C:19]([C:21]([NH2:23])=[O:22])[CH:20]=3)[NH:17][CH:16]=[C:15]4[CH:24]3[CH2:25][CH2:26][N:27]([S:30]([CH2:33][CH3:34])(=[O:31])=[O:32])[CH2:28][CH2:29]3)=[CH:10][CH:11]=2)=[O:3])[CH2:36][CH2:35]1. The yield is 0.280. (5) The reactants are COC1C=C(OC)C=CC=1C[NH:6][C@@H:7]1[CH2:12][CH2:11][C@H:10]([NH:13][S:14]([C:17]2[CH:22]=[CH:21][C:20]([C:23]3[CH:28]=[CH:27][C:26]([F:29])=[CH:25][C:24]=3[F:30])=[CH:19][CH:18]=2)(=[O:16])=[O:15])[CH2:9][CH2:8]1.O. The catalyst is C(#N)C.CCOC(C)=O. The product is [NH2:6][C@@H:7]1[CH2:12][CH2:11][C@H:10]([NH:13][S:14]([C:17]2[CH:18]=[CH:19][C:20]([C:23]3[CH:28]=[CH:27][C:26]([F:29])=[CH:25][C:24]=3[F:30])=[CH:21][CH:22]=2)(=[O:16])=[O:15])[CH2:9][CH2:8]1. The yield is 0.250. (6) The reactants are Cl.[C:2]([C:4]1[C:5](O)=[C:6]([C:10]2[N:20]=[CH:19][CH:18]=[CH:17][C:11]=2[C:12]([O:14][CH2:15][CH3:16])=[O:13])[CH:7]=[CH:8][CH:9]=1)#[N:3].CS([O:26][CH2:27][CH2:28][CH2:29][CH2:30][C:31]1[CH:36]=[CH:35][C:34]([O:37][CH3:38])=[CH:33][CH:32]=1)(=O)=O.C(=O)([O-])[O-].[K+].[K+]. The catalyst is CN(C=O)C. The product is [C:2]([C:4]1[CH:5]=[C:6]([C:10]2[N:20]=[CH:19][CH:18]=[CH:17][C:11]=2[C:12]([O:14][CH2:15][CH3:16])=[O:13])[CH:7]=[CH:8][C:9]=1[O:26][CH2:27][CH2:28][CH2:29][CH2:30][C:31]1[CH:32]=[CH:33][C:34]([O:37][CH3:38])=[CH:35][CH:36]=1)#[N:3]. The yield is 0.860. (7) The reactants are [CH3:1][CH:2]1[CH2:7][CH2:6][CH2:5][NH:4][CH2:3]1.[C:8]([OH:18])(=[O:17])[C@H:9]([C:11]1[CH:16]=[CH:15][CH:14]=[CH:13][CH:12]=1)[OH:10].CCOCC. The catalyst is CO. The product is [OH:10][C@@H:9]([C:11]1[CH:16]=[CH:15][CH:14]=[CH:13][CH:12]=1)[C:8]([OH:18])=[O:17].[CH3:1][C@H:2]1[CH2:7][CH2:6][CH2:5][NH:4][CH2:3]1. The yield is 0.230.